Dataset: Full USPTO retrosynthesis dataset with 1.9M reactions from patents (1976-2016). Task: Predict the reactants needed to synthesize the given product. (1) Given the product [Cl:1][C:2]1[CH:3]=[C:4]([N:9]2[CH:13]=[C:12]([N:14]([CH2:15][CH2:16][N:17]3[CH2:22][CH2:21][O:20][CH2:19][CH2:18]3)[C:24]([NH:23][CH2:26][CH2:27][CH3:28])=[S:25])[N:11]=[N:10]2)[CH:5]=[CH:6][C:7]=1[Cl:8], predict the reactants needed to synthesize it. The reactants are: [Cl:1][C:2]1[CH:3]=[C:4]([N:9]2[CH:13]=[C:12]([NH:14][CH2:15][CH2:16][N:17]3[CH2:22][CH2:21][O:20][CH2:19][CH2:18]3)[N:11]=[N:10]2)[CH:5]=[CH:6][C:7]=1[Cl:8].[N:23]([CH2:26][CH2:27][CH3:28])=[C:24]=[S:25]. (2) Given the product [Br:14][C:15]1[CH:22]=[CH:21][CH:20]=[CH:19][C:16]=1[CH2:17][N:13]1[C:8]2[C:9](=[N:10][C:5]([O:4][CH3:3])=[CH:6][CH:7]=2)[CH:11]=[CH:12]1, predict the reactants needed to synthesize it. The reactants are: [H-].[Na+].[CH3:3][O:4][C:5]1[N:10]=[C:9]2[CH:11]=[CH:12][NH:13][C:8]2=[CH:7][CH:6]=1.[Br:14][C:15]1[CH:22]=[CH:21][CH:20]=[CH:19][C:16]=1[CH2:17]Br. (3) Given the product [C:19]([O:1][CH2:2][CH2:3][CH2:4][CH2:5][CH2:6][CH2:7][O:8][C:9]1[CH:10]=[CH:11][C:12]([C:13]([O:15][CH3:16])=[O:14])=[CH:17][CH:18]=1)(=[O:22])[CH:20]=[CH2:21], predict the reactants needed to synthesize it. The reactants are: [OH:1][CH2:2][CH2:3][CH2:4][CH2:5][CH2:6][CH2:7][O:8][C:9]1[CH:18]=[CH:17][C:12]([C:13]([O:15][CH3:16])=[O:14])=[CH:11][CH:10]=1.[C:19](Cl)(=[O:22])[CH:20]=[CH2:21]. (4) Given the product [NH2:1][C:4]1[CH:9]=[CH:8][C:7]([C:10](=[O:12])[CH3:11])=[CH:6][CH:5]=1, predict the reactants needed to synthesize it. The reactants are: [N+:1]([C:4]1[CH:9]=[CH:8][C:7]([C:10](=[O:12])[CH3:11])=[CH:6][CH:5]=1)([O-])=O.[NH4+].[Cl-]. (5) Given the product [NH2:14][C:13]1[S:20][C:19]([NH2:21])=[C:18]([C:16]#[N:17])[CH:1]([C:2]2[CH:7]=[CH:6][C:5]([O:8][CH3:9])=[CH:4][CH:3]=2)[C:12]=1[C:11]#[N:15], predict the reactants needed to synthesize it. The reactants are: [CH:1](=O)[C:2]1[CH:7]=[CH:6][C:5]([O:8][CH3:9])=[CH:4][CH:3]=1.[C:11](#[N:15])[CH2:12][C:13]#[N:14].[C:16]([CH2:18][C:19]([NH2:21])=[S:20])#[N:17].O.